Dataset: Peptide-MHC class I binding affinity with 185,985 pairs from IEDB/IMGT. Task: Regression. Given a peptide amino acid sequence and an MHC pseudo amino acid sequence, predict their binding affinity value. This is MHC class I binding data. (1) The MHC is HLA-A02:03 with pseudo-sequence HLA-A02:03. The binding affinity (normalized) is 0.378. The peptide sequence is FVAAFDHFY. (2) The binding affinity (normalized) is 0.213. The peptide sequence is YQEPPAHGL. The MHC is HLA-A23:01 with pseudo-sequence HLA-A23:01. (3) The peptide sequence is ETACLGKSY. The MHC is HLA-B18:01 with pseudo-sequence HLA-B18:01. The binding affinity (normalized) is 0.0847. (4) The peptide sequence is KLWIWIGSQ. The MHC is HLA-A02:12 with pseudo-sequence HLA-A02:12. The binding affinity (normalized) is 0.0847. (5) The peptide sequence is YMGLVKKAK. The MHC is HLA-B27:05 with pseudo-sequence HLA-B27:05. The binding affinity (normalized) is 0.0847. (6) The peptide sequence is RPRRASSPF. The MHC is HLA-A26:01 with pseudo-sequence HLA-A26:01. The binding affinity (normalized) is 0.0847. (7) The MHC is HLA-A29:02 with pseudo-sequence HLA-A29:02. The binding affinity (normalized) is 0.0847. The peptide sequence is TPREAPYEL. (8) The peptide sequence is RYSHWTKL. The MHC is HLA-B44:03 with pseudo-sequence HLA-B44:03. The binding affinity (normalized) is 0.0847.